Dataset: Catalyst prediction with 721,799 reactions and 888 catalyst types from USPTO. Task: Predict which catalyst facilitates the given reaction. (1) Reactant: [C:1](/[C:3](=[C:7](/OCC)\[CH3:8])/[C:4](=[S:6])[NH2:5])#[N:2].[CH2:12]([NH2:15])[CH2:13][CH3:14]. Product: [C:1](/[C:3](=[C:7](/[NH:15][CH2:12][CH2:13][CH3:14])\[CH3:8])/[C:4](=[S:6])[NH2:5])#[N:2]. The catalyst class is: 8. (2) Reactant: FC(F)(F)S(O)(=O)=O.[CH3:9][N:10]([CH3:39])[C:11]1([C:33]2[CH:38]=[CH:37][CH:36]=[CH:35][CH:34]=2)[CH2:16][CH2:15][C:14]([C:17]2[NH:18][C:19]3[C:24]([C:25]=2[CH2:26][C:27]2[CH:32]=[CH:31][CH:30]=[CH:29][N:28]=2)=[CH:23][CH:22]=[CH:21][CH:20]=3)=[CH:13][CH2:12]1.[OH-].[Na+]. Product: [CH3:39][N:10]([CH3:9])[C:11]1([C:33]2[CH:38]=[CH:37][CH:36]=[CH:35][CH:34]=2)[CH2:16][CH2:15][CH:14]([C:17]2[NH:18][C:19]3[C:24]([C:25]=2[CH2:26][C:27]2[CH:32]=[CH:31][CH:30]=[CH:29][N:28]=2)=[CH:23][CH:22]=[CH:21][CH:20]=3)[CH2:13][CH2:12]1. The catalyst class is: 2. (3) Reactant: [Cl:1][CH2:2][C:3]1[O:7][N:6]=[C:5]([C@@:8]([CH:16]2[CH2:21][CH2:20][CH2:19][CH2:18][CH2:17]2)([C:10]2[CH:15]=[CH:14][CH:13]=[CH:12][CH:11]=2)[OH:9])[CH:4]=1.[F:22][C:23]1[CH:37]=[CH:36][C:26]([O:27][C@@H:28]2[CH:33]3[CH2:34][CH2:35][N:30]([CH2:31][CH2:32]3)[CH2:29]2)=[CH:25][CH:24]=1. Product: [Cl-:1].[CH:16]1([C@@:8]([OH:9])([C:10]2[CH:15]=[CH:14][CH:13]=[CH:12][CH:11]=2)[C:5]2[CH:4]=[C:3]([CH2:2][N+:30]34[CH2:31][CH2:32][CH:33]([CH2:34][CH2:35]3)[C@@H:28]([O:27][C:26]3[CH:36]=[CH:37][C:23]([F:22])=[CH:24][CH:25]=3)[CH2:29]4)[O:7][N:6]=2)[CH2:21][CH2:20][CH2:19][CH2:18][CH2:17]1. The catalyst class is: 10. (4) Reactant: [NH2:1][C:2]1[C:3]([Cl:17])=[C:4]([NH:8][C:9]2[CH2:14][CH2:13][CH2:12][C:11](=[O:15])[C:10]=2[CH3:16])[CH:5]=[CH:6][CH:7]=1.Br[C:19]1[CH:24]=[CH:23][CH:22]=[CH:21][C:20]=1[CH3:25].C1C=CC(P(C2C(C3C(P(C4C=CC=CC=4)C4C=CC=CC=4)=CC=C4C=3C=CC=C4)=C3C(C=CC=C3)=CC=2)C2C=CC=CC=2)=CC=1.C(=O)([O-])[O-].[Cs+].[Cs+]. The catalyst class is: 487. Product: [Cl:17][C:3]1[C:2]([NH:1][C:19]2[CH:24]=[CH:23][CH:22]=[CH:21][C:20]=2[CH3:25])=[CH:7][CH:6]=[CH:5][C:4]=1[NH:8][C:9]1[CH2:14][CH2:13][CH2:12][C:11](=[O:15])[C:10]=1[CH3:16]. (5) Reactant: CO.C([O:10][C:11]1[C:12]([CH3:26])=[C:13]([CH3:25])[C:14]([NH:18][C:19](=[O:24])[CH2:20][CH:21]([CH3:23])[CH3:22])=[N:15][C:16]=1[CH3:17])C1C=CC=CC=1. Product: [OH:10][C:11]1[C:12]([CH3:26])=[C:13]([CH3:25])[C:14]([NH:18][C:19](=[O:24])[CH2:20][CH:21]([CH3:23])[CH3:22])=[N:15][C:16]=1[CH3:17]. The catalyst class is: 45. (6) Reactant: [Cl:1][C:2]1[C:7]([CH3:8])=[CH:6][C:5]([OH:9])=[C:4]([CH:10]([CH3:12])[CH3:11])[CH:3]=1.[Mg+2].[Cl-].[Cl-].[CH2:16]=[O:17].Cl. Product: [Cl:1][C:2]1[C:7]([CH3:8])=[C:6]([C:5]([OH:9])=[C:4]([CH:10]([CH3:12])[CH3:11])[CH:3]=1)[CH:16]=[O:17]. The catalyst class is: 10. (7) Reactant: [CH:1]([S:14][CH2:15][CH2:16][NH:17][C:18](=[O:32])[CH2:19][N:20]1[CH2:29][CH2:28][C:27]2[C:22](=[C:23]([O:30][CH3:31])[CH:24]=[CH:25][CH:26]=2)[CH2:21]1)([C:8]1[CH:13]=[CH:12][CH:11]=[CH:10][CH:9]=1)[C:2]1[CH:7]=[CH:6][CH:5]=[CH:4][CH:3]=1.C1C=C(Cl)C=C(C(OO)=[O:41])C=1. Product: [C:2]1([CH:1]([C:8]2[CH:9]=[CH:10][CH:11]=[CH:12][CH:13]=2)[S:14]([CH2:15][CH2:16][NH:17][C:18](=[O:32])[CH2:19][N:20]2[CH2:29][CH2:28][C:27]3[C:22](=[C:23]([O:30][CH3:31])[CH:24]=[CH:25][CH:26]=3)[CH2:21]2)=[O:41])[CH:7]=[CH:6][CH:5]=[CH:4][CH:3]=1. The catalyst class is: 2.